Dataset: NCI-60 drug combinations with 297,098 pairs across 59 cell lines. Task: Regression. Given two drug SMILES strings and cell line genomic features, predict the synergy score measuring deviation from expected non-interaction effect. (1) Drug 1: CN1CCC(CC1)COC2=C(C=C3C(=C2)N=CN=C3NC4=C(C=C(C=C4)Br)F)OC. Synergy scores: CSS=27.3, Synergy_ZIP=7.15, Synergy_Bliss=9.95, Synergy_Loewe=-12.2, Synergy_HSA=2.88. Drug 2: C1=NC(=NC(=O)N1C2C(C(C(O2)CO)O)O)N. Cell line: HL-60(TB). (2) Drug 1: CN(C)N=NC1=C(NC=N1)C(=O)N. Drug 2: C1C(C(OC1N2C=NC3=C(N=C(N=C32)Cl)N)CO)O. Cell line: UACC62. Synergy scores: CSS=5.41, Synergy_ZIP=-2.34, Synergy_Bliss=-1.12, Synergy_Loewe=-0.880, Synergy_HSA=-0.827. (3) Drug 1: CCC1=CC2CC(C3=C(CN(C2)C1)C4=CC=CC=C4N3)(C5=C(C=C6C(=C5)C78CCN9C7C(C=CC9)(C(C(C8N6C)(C(=O)OC)O)OC(=O)C)CC)OC)C(=O)OC.C(C(C(=O)O)O)(C(=O)O)O. Drug 2: CS(=O)(=O)CCNCC1=CC=C(O1)C2=CC3=C(C=C2)N=CN=C3NC4=CC(=C(C=C4)OCC5=CC(=CC=C5)F)Cl. Cell line: NCI-H226. Synergy scores: CSS=47.1, Synergy_ZIP=5.54, Synergy_Bliss=6.00, Synergy_Loewe=-9.11, Synergy_HSA=4.85. (4) Cell line: MDA-MB-435. Synergy scores: CSS=-1.93, Synergy_ZIP=5.71, Synergy_Bliss=6.18, Synergy_Loewe=2.78, Synergy_HSA=-1.66. Drug 1: CS(=O)(=O)C1=CC(=C(C=C1)C(=O)NC2=CC(=C(C=C2)Cl)C3=CC=CC=N3)Cl. Drug 2: CC(C)(C#N)C1=CC(=CC(=C1)CN2C=NC=N2)C(C)(C)C#N. (5) Drug 1: CC1=C(C=C(C=C1)NC2=NC=CC(=N2)N(C)C3=CC4=NN(C(=C4C=C3)C)C)S(=O)(=O)N.Cl. Drug 2: C1CC(=O)NC(=O)C1N2C(=O)C3=CC=CC=C3C2=O. Cell line: SF-268. Synergy scores: CSS=5.73, Synergy_ZIP=6.47, Synergy_Bliss=10.7, Synergy_Loewe=8.18, Synergy_HSA=7.87. (6) Drug 1: C1C(C(OC1N2C=NC3=C(N=C(N=C32)Cl)N)CO)O. Drug 2: CN1C2=C(C=C(C=C2)N(CCCl)CCCl)N=C1CCCC(=O)O.Cl. Cell line: T-47D. Synergy scores: CSS=-6.24, Synergy_ZIP=-1.37, Synergy_Bliss=-6.82, Synergy_Loewe=-19.8, Synergy_HSA=-10.2. (7) Drug 1: CN(CC1=CN=C2C(=N1)C(=NC(=N2)N)N)C3=CC=C(C=C3)C(=O)NC(CCC(=O)O)C(=O)O. Drug 2: B(C(CC(C)C)NC(=O)C(CC1=CC=CC=C1)NC(=O)C2=NC=CN=C2)(O)O. Cell line: SN12C. Synergy scores: CSS=18.1, Synergy_ZIP=-5.79, Synergy_Bliss=-6.56, Synergy_Loewe=-24.3, Synergy_HSA=-6.47. (8) Drug 1: CC1=C(C=C(C=C1)NC2=NC=CC(=N2)N(C)C3=CC4=NN(C(=C4C=C3)C)C)S(=O)(=O)N.Cl. Drug 2: CCCS(=O)(=O)NC1=C(C(=C(C=C1)F)C(=O)C2=CNC3=C2C=C(C=N3)C4=CC=C(C=C4)Cl)F. Cell line: HCT116. Synergy scores: CSS=23.8, Synergy_ZIP=6.64, Synergy_Bliss=9.38, Synergy_Loewe=7.62, Synergy_HSA=7.42. (9) Cell line: CCRF-CEM. Drug 2: C1CN(P(=O)(OC1)NCCCl)CCCl. Synergy scores: CSS=53.1, Synergy_ZIP=2.29, Synergy_Bliss=2.72, Synergy_Loewe=-29.5, Synergy_HSA=3.64. Drug 1: C1=NC2=C(N1)C(=S)N=C(N2)N. (10) Drug 1: CC1CCCC2(C(O2)CC(NC(=O)CC(C(C(=O)C(C1O)C)(C)C)O)C(=CC3=CSC(=N3)C)C)C. Drug 2: N.N.Cl[Pt+2]Cl. Cell line: U251. Synergy scores: CSS=58.8, Synergy_ZIP=-4.89, Synergy_Bliss=-7.12, Synergy_Loewe=-7.53, Synergy_HSA=-2.35.